Dataset: Reaction yield outcomes from USPTO patents with 853,638 reactions. Task: Predict the reaction yield, written as a fraction of the theoretical maximum amount of product (1.0 means a 100% yield; for example, 0.34 means a 34% yield). (1) The reactants are C(N(CC)CC)C.[C:8]([N:15]1[CH:19]=[CH:18]N=C1)(N1C=CN=C1)=[S:9].C(Cl)Cl.NC1C=[CH:31][C:27]([C:28]([OH:30])=[O:29])=[C:26]([N+:33]([O-:35])=[O:34])[CH:25]=1. The catalyst is C(OCC)(=O)C. The product is [N:15]([C:19]1[CH:18]=[CH:31][C:27]([C:28]([OH:30])=[O:29])=[C:26]([N+:33]([O-:35])=[O:34])[CH:25]=1)=[C:8]=[S:9]. The yield is 0.890. (2) The reactants are [OH:1][CH2:2][C:3]1[CH:4]=[CH:5][C:6]([NH:9][C:10](=[O:16])[O:11][C:12]([CH3:15])([CH3:14])[CH3:13])=[N:7][CH:8]=1.CCN(C(C)C)C(C)C.[CH3:26][S:27](Cl)(=[O:29])=[O:28]. The product is [CH3:26][S:27]([O:1][CH2:2][C:3]1[CH:8]=[N:7][C:6]([NH:9][C:10]([O:11][C:12]([CH3:13])([CH3:15])[CH3:14])=[O:16])=[CH:5][CH:4]=1)(=[O:29])=[O:28]. The catalyst is C1COCC1. The yield is 0.610. (3) The reactants are O1CCCC1.[CH2:6]([C:10]1[CH:11]=[C:12]([CH:18]=[CH:19][CH:20]=1)[C:13](OCC)=[O:14])[CH2:7][CH2:8][CH3:9].[H-].[Al+3].[Li+].[H-].[H-].[H-].O1CCCC1.[OH-].[Na+]. The catalyst is O. The product is [CH2:6]([C:10]1[CH:11]=[C:12]([CH:18]=[CH:19][CH:20]=1)[CH2:13][OH:14])[CH2:7][CH2:8][CH3:9]. The yield is 0.810. (4) The reactants are [O-:1][CH2:2][CH3:3].[Na+].C(O)C.[CH2:8]([O:12][CH2:13][CH2:14][CH2:15][CH2:16][CH2:17][CH2:18][CH2:19][CH2:20][CH2:21][CH2:22][CH2:23][CH2:24][CH2:25][CH3:26])[CH:9]1[O:11][CH2:10]1. No catalyst specified. The product is [CH2:13]([O:12][CH2:8][CH:9]([CH2:10][O:1][CH2:2][CH3:3])[OH:11])[CH2:14][CH2:15][CH2:16][CH2:17][CH2:18][CH2:19][CH2:20][CH2:21][CH2:22][CH2:23][CH2:24][CH2:25][CH3:26]. The yield is 0.762. (5) The reactants are CO[CH:3](OC)[N:4]([CH3:6])[CH3:5].[CH3:9][O:10][C:11](=[O:18])[C:12]([C:16]#[N:17])=[C:13]([CH3:15])[CH3:14]. The catalyst is CCO. The product is [CH3:9][O:10][C:11](=[O:18])[C:12]([C:16]#[N:17])=[C:13]([CH3:15])[CH:14]=[CH:3][N:4]([CH3:5])[CH3:6]. The yield is 0.653.